From a dataset of Forward reaction prediction with 1.9M reactions from USPTO patents (1976-2016). Predict the product of the given reaction. Given the reactants [CH:1]1([CH2:7][C:8]2[N:9]=[N:10][N:11]([C@@H:13]3[C@H:17]4[O:18][CH2:19][C@H:20]([NH2:21])[C@H:16]4[O:15][CH2:14]3)[CH:12]=2)[CH2:6][CH2:5][CH2:4][CH2:3][CH2:2]1.[CH3:22][C:23]1[CH:24]=[C:25]([CH:29]=[CH:30][CH:31]=1)[C:26](O)=[O:27], predict the reaction product. The product is: [CH:1]1([CH2:7][C:8]2[N:9]=[N:10][N:11]([C@@H:13]3[C@H:17]4[O:18][CH2:19][C@H:20]([NH:21][C:26](=[O:27])[C:25]5[CH:29]=[CH:30][CH:31]=[C:23]([CH3:22])[CH:24]=5)[C@H:16]4[O:15][CH2:14]3)[CH:12]=2)[CH2:2][CH2:3][CH2:4][CH2:5][CH2:6]1.